Predict the product of the given reaction. From a dataset of Forward reaction prediction with 1.9M reactions from USPTO patents (1976-2016). (1) Given the reactants N[C:2]1[CH:11]=[CH:10][CH:9]=[C:8]2[C:3]=1[CH:4]=[CH:5][N:6]([C@H:13]([CH3:17])[C:14]([NH2:16])=[O:15])[C:7]2=[O:12].N([O-])=O.[Na+].CS(C)=O.[IH:26].C([O-])([O-])=O.[Na+].[Na+], predict the reaction product. The product is: [I:26][C:2]1[CH:11]=[CH:10][CH:9]=[C:8]2[C:3]=1[CH:4]=[CH:5][N:6]([C@H:13]([CH3:17])[C:14]([NH2:16])=[O:15])[C:7]2=[O:12]. (2) Given the reactants [O:1]1[CH2:6][CH2:5][CH:4]([C:7]([C:9]2[CH:14]=[CH:13][C:12]([O:15][C:16]([F:19])([F:18])[F:17])=[CH:11][CH:10]=2)=O)[CH2:3][CH2:2]1.Cl.[NH2:21][OH:22].C(N(CC)CC)C, predict the reaction product. The product is: [OH:22][N:21]=[C:7]([CH:4]1[CH2:5][CH2:6][O:1][CH2:2][CH2:3]1)[C:9]1[CH:14]=[CH:13][C:12]([O:15][C:16]([F:19])([F:18])[F:17])=[CH:11][CH:10]=1. (3) The product is: [CH3:1][C:2]1[C:10]2[C:5](=[CH:6][C:7]([C:11]([OH:13])=[O:12])=[CH:8][CH:9]=2)[NH:4][N:3]=1. Given the reactants [CH3:1][C:2]1[C:10]2[C:5](=[CH:6][C:7]([C:11]([O-:13])=[O:12])=[CH:8][CH:9]=2)[N:4](S(C(F)(F)F)(=O)=O)[N:3]=1.C(=O)([O-])[O-].[K+].[K+], predict the reaction product.